Dataset: Experimentally validated miRNA-target interactions with 360,000+ pairs, plus equal number of negative samples. Task: Binary Classification. Given a miRNA mature sequence and a target amino acid sequence, predict their likelihood of interaction. (1) The miRNA is hsa-miR-6165 with sequence CAGCAGGAGGUGAGGGGAG. The protein sequence of the target gene is MIPQVVTSETVAMISPNGMSLPQTDKPQPFHQWQDSLKKHLKAEIKVMAAIQIMCAVMVLSLGIILASVPSNLHFTSVFSVLLKSGYPFIGALFFIVSGILSIVTETKSTKILVDSSLTLNILSVSFAFMGIIIISVSLAGLHPASEQCLQSKELRPTEYHYYQFLDRNECFAAKSVLAGVFSLMLISTMLELGLAVLTAMLWWKQSHSNIPGNVMFLPHSSNNDSNMESKVLCNPSYEEQLVC. Result: 0 (no interaction). (2) The miRNA is hsa-miR-132-3p with sequence UAACAGUCUACAGCCAUGGUCG. The protein sequence of the target gene is MDGFAGSLDDSISAASTSDVQDRLSALESRVQQQEDEITVLKAALADVLRRLAISEDHVASVKKSVSSKGQPSPRAVIPMSCITNGSGANRKPSHTSAVSIAGKETLSSAAKSGTEKKKEKPQGQREKKEESHSNDQSPQIRASPSPQPSSQPLQIHRQTPESKNATPTKSIKRPSPAEKSHNSWENSDDSRNKLSKIPSTPKLIPKVTKTADKHKDVIINQEGEYIKMFMRGRPITMFIPSDVDNYDDIRTELPPEKLKLEWAYGYRGKDCRANVYLLPTGKIVYFIASVVVLFNYEER.... Result: 1 (interaction). (3) The miRNA is hsa-miR-1277-5p with sequence AAAUAUAUAUAUAUAUGUACGUAU. The protein sequence of the target gene is MAQNDSQEFAELWEKNLIIQPPGGGSCWDIINDEEYLPGSFDPNFFENVLEEQPQPSTLPPTSTVPETSDYPGDHGFRLRFPQSGTAKSVTCTYSPDLNKLFCQLAKTCPVQMVVDVAPPQGSVVRATAIYKKSEHVAEVVRRCPHHERTPDGDNLAPAGHLIRVEGNQRANYREDNITLRHSVFVPYEAPQLGAEWTTVLLNYMCNSSCMGGMNRRPILTIITLETQEGQLLGRRSFEVRVCACPGRDRKTEESNFKKDQETKTMAKTTTGTKRSLVKESSSATLRPEGSKKAKGSSSD.... Result: 0 (no interaction). (4) The miRNA is rno-miR-133b-5p with sequence GCUGGUCAAACGGAACCAAGU. The protein sequence of the target gene is MTVFLSFAFFAAILTHIGCSNQRRSPENGGRRYNRIQHGQCAYTFILPEHDGNCRESATEQYNTNALQRDAPHVETDFSSQKLQHLEHVMENYTQWLQKLENYIVENMKSEMAQIQQNAVQNHTATMLEIGTSLLSQTAEQTRKLTDVETQVLNQTSRLEIQLLENSLSTYELEKQLLQQTNEILKIQEKNSLLEHKILEMEGKHKEELDTLKEEKENLQGLVTRQTFIIQELEKQLSRATSNNSVLQKQQLELMDTVHNLVSLCTKEVLLKGGKREEEKPFRDCADVYQAGFNKSGIYT.... Result: 0 (no interaction). (5) The protein sequence of the target gene is MRPEGAGMELGGGEERLPEESRREHWQLLGNLKTTVEGLVSTNSPNVWSKYGGLERLCRDMQSILYHGLIRDQACRRQTDYWQFVKDIRWLSPHSALHVEKFISVHENDQSSADGASERAVAELWLQHSLQYHCLSAQLRPLLGDRQYIRKFYTDAAFLLSDAHVTAMLQCLEAVEQNNPRLLAQIDASMFARKHESPLLVTKSQSLTALPSSTYTPPNSYAQHSYFGSFSSLHQSVPNNGSERRSTSFPLSGPPRKPQESRGHVSPAEDQTIQAPPVSVSALARDSPLTPNEMSSSTLT.... The miRNA is hsa-miR-4768-3p with sequence CCAGGAGAUCCAGAGAGAAU. Result: 1 (interaction). (6) The miRNA is hsa-miR-6720-3p with sequence CGCGCCUGCAGGAACUGGUAGA. The protein sequence of the target gene is MRSLLLLAPLAWLLLVQAKDDAKLEDNLLVLTVATKETEGFRRFKRSAQFFNYKIQSLGLGEDWSVDGGPAAAGGGQKVRLLKKALEKHADKEDLVILFVDSYDVVFASGPRELLKKFQQAKSQVVFSAEEHIYPDRRLEAKYPTVPDGKRFLGSGGFIGYAPSLSKLVAEWEGQDSDSDQLFYTKIFLNPEKREQINISLDHRCRIFQNLDGALDEVVLKFEMGHVRARNLAYDTLPVVVHGNGPTKLQLNYLGNYIPRFWTFETGCTVCDEGLRSLKGIGDEALPTVLVGVFIEQPTP.... Result: 0 (no interaction). (7) The miRNA is mmu-miR-465a-3p with sequence GAUCAGGGCCUUUCUAAGUAGA. The protein sequence of the target gene is MDVFSFVKIPKLSSHRTKSSGWPPPSGTWGLNQVPPYGWEMMTNRDGRDYFINHMTQAIPFDDPRFDSCQIIPPAPRKVEMRRDPVLGFGFVAGSEKPVVVRSVTPGGPSEGKLIPGDQIVMINDEAVSAAPRERVIDLVRSCKESILLTVIQPYPSPKSAFISAAKKARLKSNPVKVRFSEEVIINGQVSETVKDNSLLFMPNVLKVYLENGQTKSFRFDCSTSIKDVILTLQEKLSIKGIEHFSLMLEQRIEGAGTKLLLLHEQETLTQVTQRPSSHKMRCLFRISFVPKDPIDLLRR.... Result: 0 (no interaction).